From a dataset of Forward reaction prediction with 1.9M reactions from USPTO patents (1976-2016). Predict the product of the given reaction. (1) Given the reactants [Cl:1][C:2]1[N:7]=[CH:6][C:5]([CH2:8][NH:9][CH2:10][CH:11]([F:13])[F:12])=[CH:4][CH:3]=1.S([O-])(O)(=O)=[O:15].[K+].[OH2:20].ClCCl.[C:24](#N)[CH2:25][CH2:26][CH3:27], predict the reaction product. The product is: [Cl:1][C:2]1[N:7]=[CH:6][C:5]([CH2:8][N:9]([CH2:10][CH:11]([F:13])[F:12])[C:26]2[CH2:27][O:20][C:24](=[O:15])[CH:25]=2)=[CH:4][CH:3]=1. (2) The product is: [CH:1]([NH:4][C:5]([C:7]1[N:8]([CH3:34])[C:9]([CH2:22][NH:23][S:24]([C:27]2[CH:32]=[CH:31][CH:30]=[C:29]([Cl:33])[CH:28]=2)(=[O:25])=[O:26])=[CH:10][C:11](=[O:21])[C:12]=1[OH:13])=[O:6])([CH3:3])[CH3:2]. Given the reactants [CH:1]([NH:4][C:5]([C:7]1[N:8]([CH3:34])[C:9]([CH2:22][NH:23][S:24]([C:27]2[CH:32]=[CH:31][CH:30]=[C:29]([Cl:33])[CH:28]=2)(=[O:26])=[O:25])=[CH:10][C:11](=[O:21])[C:12]=1[O:13]CC1C=CC=CC=1)=[O:6])([CH3:3])[CH3:2].C1(S(C(N)C2N(C)C(C(O)=O)=C(O)C(=O)C=2)(=O)=O)C=CC=CC=1, predict the reaction product. (3) Given the reactants [CH2:1]([O:3][CH2:4][C:5]1[N:6]([O:18][CH2:19][CH2:20][NH:21]C(=O)OC(C)(C)C)[C:7]2[C:16]3[CH:15]=[CH:14][CH:13]=[CH:12][C:11]=3[N:10]=[CH:9][C:8]=2[N:17]=1)[CH3:2].ClC1C=CC=C(C(OO)=O)C=1.[OH-].[NH4+:41].C1(S(Cl)(=O)=O)C=CC=CC=1.C(=O)(O)[O-].[Na+].Cl.[OH-].[Na+], predict the reaction product. The product is: [NH2:21][CH2:20][CH2:19][O:18][N:6]1[C:7]2[C:16]3[CH:15]=[CH:14][CH:13]=[CH:12][C:11]=3[N:10]=[C:9]([NH2:41])[C:8]=2[N:17]=[C:5]1[CH2:4][O:3][CH2:1][CH3:2]. (4) Given the reactants C(OC([N:11]1[CH2:20][CH2:19][C:18]2[C:13](=[C:14]([C:22]3[CH:27]=[CH:26][C:25]([CH2:28][C:29]([O:31][CH2:32][CH3:33])=[O:30])=[CH:24][C:23]=3[O:34][CH3:35])[CH:15]=[CH:16][C:17]=2[F:21])[CH2:12]1)=O)C1C=CC=CC=1, predict the reaction product. The product is: [F:21][C:17]1[CH:16]=[CH:15][C:14]([C:22]2[CH:27]=[CH:26][C:25]([CH2:28][C:29]([O:31][CH2:32][CH3:33])=[O:30])=[CH:24][C:23]=2[O:34][CH3:35])=[C:13]2[C:18]=1[CH2:19][CH2:20][NH:11][CH2:12]2. (5) The product is: [F:1][C:2]1[C:11]([F:12])=[C:10]2[C:5]([N:6]=[CH:7][C:8](=[O:13])[N:9]2[CH2:21][CH2:22][N:23]2[CH2:28][CH2:27][CH:26]([NH:29][C:30](=[O:31])[O:32][C:33]([CH3:36])([CH3:35])[CH3:34])[CH2:25][CH2:24]2)=[CH:4][CH:3]=1. Given the reactants [F:1][C:2]1[C:11]([F:12])=[C:10]2[C:5]([N:6]=[CH:7][C:8](=[O:13])[NH:9]2)=[CH:4][CH:3]=1.[H-].[Na+].CS(O[CH2:21][CH2:22][N:23]1[CH2:28][CH2:27][CH:26]([NH:29][C:30]([O:32][C:33]([CH3:36])([CH3:35])[CH3:34])=[O:31])[CH2:25][CH2:24]1)(=O)=O.COC1C=C2C(C=CC(=O)N2CCN2CCC(NC(=O)OC(C)(C)C)CC2)=CC=1, predict the reaction product.